From a dataset of Full USPTO retrosynthesis dataset with 1.9M reactions from patents (1976-2016). Predict the reactants needed to synthesize the given product. (1) Given the product [CH2:1]([C:5]1[CH:6]=[CH:7][C:8]([C:11]#[C:12][C:13]2[CH:33]=[CH:32][C:16]([CH2:17][N:18]([CH2:42][CH2:41][CH2:40][C:34]3[CH:39]=[CH:38][CH:37]=[CH:36][CH:35]=3)[C:19]3[CH:31]=[CH:30][C:22]4[O:23][C:24]([CH3:29])([CH3:28])[O:25][C:26](=[O:27])[C:21]=4[CH:20]=3)=[CH:15][CH:14]=2)=[CH:9][CH:10]=1)[CH2:2][CH2:3][CH3:4], predict the reactants needed to synthesize it. The reactants are: [CH2:1]([C:5]1[CH:10]=[CH:9][C:8]([C:11]#[C:12][C:13]2[CH:33]=[CH:32][C:16]([CH2:17][NH:18][C:19]3[CH:31]=[CH:30][C:22]4[O:23][C:24]([CH3:29])([CH3:28])[O:25][C:26](=[O:27])[C:21]=4[CH:20]=3)=[CH:15][CH:14]=2)=[CH:7][CH:6]=1)[CH2:2][CH2:3][CH3:4].[C:34]1([CH2:40][CH2:41][CH:42]=O)[CH:39]=[CH:38][CH:37]=[CH:36][CH:35]=1.C(O[BH-](OC(=O)C)OC(=O)C)(=O)C.[Na+]. (2) Given the product [Cl:10][C:11]1[CH:16]=[CH:15][C:14]([C:17]2([C:20]3[N:22]([CH3:23])[C:38]([CH:35]4[CH2:36][CH2:37][CH:32]([OH:31])[CH2:33][CH2:34]4)=[N:40][N:41]=3)[CH2:19][CH2:18]2)=[CH:13][CH:12]=1, predict the reactants needed to synthesize it. The reactants are: FC(F)(F)S(OC)(=O)=O.[Cl:10][C:11]1[CH:16]=[CH:15][C:14]([C:17]2([C:20]([NH:22][CH3:23])=O)[CH2:19][CH2:18]2)=[CH:13][CH:12]=1.C(N(CC)CC)C.[OH:31][CH:32]1[CH2:37][CH2:36][CH:35]([C:38]([NH:40][NH2:41])=O)[CH2:34][CH2:33]1. (3) The reactants are: [N:1]1[CH:6]=[C:5]([CH2:7][NH:8][C:9]2[CH:10]=[C:11]([CH2:15][OH:16])[CH:12]=[CH:13][CH:14]=2)[CH:4]=[N:3][CH:2]=1.[Si:17](Cl)([C:20]([CH3:23])([CH3:22])[CH3:21])([CH3:19])[CH3:18].CCN(C(C)C)C(C)C.ClC(Cl)C.N1C=CC=CC=1.[F:44][C:45]([F:52])([F:51])[CH2:46][S:47](Cl)(=[O:49])=[O:48]. Given the product [Si:17]([O:16][CH2:15][C:11]1[CH:10]=[C:9]([N:8]([CH2:7][C:5]2[CH:6]=[N:1][CH:2]=[N:3][CH:4]=2)[S:47]([CH2:46][C:45]([F:52])([F:51])[F:44])(=[O:49])=[O:48])[CH:14]=[CH:13][CH:12]=1)([C:20]([CH3:23])([CH3:22])[CH3:21])([CH3:19])[CH3:18], predict the reactants needed to synthesize it. (4) The reactants are: CC1(C)C(C)(C)OB([C:9]2[C:30]([CH3:31])=[CH:29][C:12]([O:13][CH2:14][C:15]3[C:20]([CH3:21])=[CH:19][CH:18]=[CH:17][C:16]=3[N:22]3[C:26](=[O:27])[N:25]([CH3:28])[N:24]=[N:23]3)=[C:11]([CH3:32])[CH:10]=2)O1.[OH-].[Na+].OO.S([O-])([O-])(=[O:40])=S.[Na+].[Na+]. Given the product [OH:40][C:9]1[C:30]([CH3:31])=[CH:29][C:12]([O:13][CH2:14][C:15]2[C:20]([CH3:21])=[CH:19][CH:18]=[CH:17][C:16]=2[N:22]2[C:26](=[O:27])[N:25]([CH3:28])[N:24]=[N:23]2)=[C:11]([CH3:32])[CH:10]=1, predict the reactants needed to synthesize it. (5) Given the product [F:18][C:19]1[CH:45]=[C:44]([O:46][CH3:47])[CH:43]=[CH:42][C:20]=1[O:21][CH:22]1[CH2:23][CH2:24][N:25]([C:28]2[N:29]=[C:30]3[CH2:41][CH2:40][N:39]([CH3:2])[CH2:38][C:31]3=[N:32][C:33]=2[NH:34][CH:35]([CH3:37])[CH3:36])[CH2:26][CH2:27]1.[C:12]([OH:13])([C:14]([F:17])([F:16])[F:15])=[O:11], predict the reactants needed to synthesize it. The reactants are: [Na].[CH3:2]CN(C(C)C)C(C)C.[OH:11][C:12]([C:14]([F:17])([F:16])[F:15])=[O:13].[F:18][C:19]1[CH:45]=[C:44]([O:46][CH3:47])[CH:43]=[CH:42][C:20]=1[O:21][CH:22]1[CH2:27][CH2:26][N:25]([C:28]2[N:29]=[C:30]3[CH2:41][CH2:40][NH:39][CH2:38][C:31]3=[N:32][C:33]=2[NH:34][CH:35]([CH3:37])[CH3:36])[CH2:24][CH2:23]1.C=O. (6) Given the product [CH2:1]([O:8][C:9]1[CH:10]=[C:11]([C:15]2[N:16]=[C:17]([CH2:18][CH:19]3[CH2:23][CH2:22][CH2:21][CH2:20]3)[N:26]3[CH:27]=[CH:28][N:29]=[C:30]([NH2:48])[C:25]=23)[CH:12]=[CH:13][CH:14]=1)[C:2]1[CH:7]=[CH:6][CH:5]=[CH:4][CH:3]=1, predict the reactants needed to synthesize it. The reactants are: [CH2:1]([O:8][C:9]1[CH:10]=[C:11]([CH:15]([C:25]2[C:30](Cl)=[N:29][CH:28]=[CH:27][N:26]=2)[NH:16][C:17](=O)[CH2:18][CH:19]2[CH2:23][CH2:22][CH2:21][CH2:20]2)[CH:12]=[CH:13][CH:14]=1)[C:2]1[CH:7]=[CH:6][CH:5]=[CH:4][CH:3]=1.C(OC1C=C(C(NC(C2CCC2)=O)C2C(Cl)=NC=C[N:48]=2)C=CC=1)C1C=CC=CC=1.